From a dataset of Full USPTO retrosynthesis dataset with 1.9M reactions from patents (1976-2016). Predict the reactants needed to synthesize the given product. (1) Given the product [O:49]=[S:24]1(=[O:23])[CH2:25][CH2:26][CH:27]([NH:30][S:31]([C:34]2[CH:35]=[CH:36][C:37]([C:2]3[CH:7]=[CH:6][N:5]=[C:4]4[NH:8][C:9]([CH2:11][C:12]([NH:14][C:15]5[CH:20]=[CH:19][CH:18]=[C:17]([O:21][CH3:22])[CH:16]=5)=[O:13])=[CH:10][C:3]=34)=[CH:38][CH:39]=2)(=[O:33])=[O:32])[CH2:28][CH2:29]1, predict the reactants needed to synthesize it. The reactants are: Br[C:2]1[CH:7]=[CH:6][N:5]=[C:4]2[NH:8][C:9]([CH2:11][C:12]([NH:14][C:15]3[CH:20]=[CH:19][CH:18]=[C:17]([O:21][CH3:22])[CH:16]=3)=[O:13])=[CH:10][C:3]=12.[O:23]=[S:24]1(=[O:49])[CH2:29][CH2:28][CH:27]([NH:30][S:31]([C:34]2[CH:39]=[CH:38][C:37](B3OC(C)(C)C(C)(C)O3)=[CH:36][CH:35]=2)(=[O:33])=[O:32])[CH2:26][CH2:25]1.C(=O)([O-])[O-].[Na+].[Na+].O1CCOCC1. (2) Given the product [Cl:40][C:28]1[CH:29]=[C:30]([CH2:35][CH2:36][CH2:37][CH2:38][OH:39])[C:31]([C:32]#[N:33])=[CH:34][C:27]=1[NH:26][C:2]1[N:7]=[C:6]([N:8]([CH:18]2[CH2:19][CH2:20]2)[CH2:9][C:10]2[CH:11]=[CH:12][C:13]([O:16][CH3:17])=[CH:14][CH:15]=2)[C:5]2=[N:21][CH:22]=[C:23]([C:24]#[N:25])[N:4]2[N:3]=1, predict the reactants needed to synthesize it. The reactants are: Cl[C:2]1[N:7]=[C:6]([N:8]([CH:18]2[CH2:20][CH2:19]2)[CH2:9][C:10]2[CH:15]=[CH:14][C:13]([O:16][CH3:17])=[CH:12][CH:11]=2)[C:5]2=[N:21][CH:22]=[C:23]([C:24]#[N:25])[N:4]2[N:3]=1.[NH2:26][C:27]1[C:28]([Cl:40])=[CH:29][C:30]([CH2:35][CH2:36][CH2:37][CH2:38][OH:39])=[C:31]([CH:34]=1)[C:32]#[N:33].CC1(C)C2C(=C(P(C3C=CC=CC=3)C3C=CC=CC=3)C=CC=2)OC2C(P(C3C=CC=CC=3)C3C=CC=CC=3)=CC=CC1=2.C(=O)([O-])[O-].[Cs+].[Cs+].